From a dataset of Catalyst prediction with 721,799 reactions and 888 catalyst types from USPTO. Predict which catalyst facilitates the given reaction. (1) The catalyst class is: 99. Product: [NH2:1][C:4]1[CH:5]=[CH:6][C:7]([C:8]([NH:10][CH2:11][CH2:12][CH3:13])=[O:9])=[CH:14][CH:15]=1. Reactant: [N+:1]([C:4]1[CH:15]=[CH:14][C:7]([C:8]([NH:10][CH2:11][CH2:12][CH3:13])=[O:9])=[CH:6][CH:5]=1)([O-])=O.CCO.[H][H]. (2) Reactant: C(OC([N:8]1[CH2:13][CH2:12][N:11]([C:14]2[CH:15]=[N:16][C:17]([NH:20][C:21]3[N:26]=[C:25]([NH:27][CH:28]4[CH2:32][CH2:31][CH2:30][CH2:29]4)[N:24]=[CH:23][N:22]=3)=[CH:18][CH:19]=2)[CH2:10][CH2:9]1)=O)(C)(C)C.[ClH:33].CO.C(OCC)C. Product: [ClH:33].[CH:28]1([NH:27][C:25]2[N:26]=[C:21]([NH:20][C:17]3[CH:18]=[CH:19][C:14]([N:11]4[CH2:12][CH2:13][NH:8][CH2:9][CH2:10]4)=[CH:15][N:16]=3)[N:22]=[CH:23][N:24]=2)[CH2:32][CH2:31][CH2:30][CH2:29]1. The catalyst class is: 5. (3) Reactant: [Br:1][CH2:2][C:3](Br)=[O:4].[CH2:6]([NH:9][CH2:10][CH:11]=[CH2:12])[CH:7]=[CH2:8].CCN(CC)CC. Product: [CH2:6]([N:9]([CH2:10][CH:11]=[CH2:12])[C:3](=[O:4])[CH2:2][Br:1])[CH:7]=[CH2:8]. The catalyst class is: 413. (4) Reactant: S(Cl)(Cl)=O.O.[C:6]([OH:16])(=[O:15])[C:7]1[NH:14][C:12](=[O:13])[NH:11][C:9](=[O:10])[CH:8]=1.N1C=CC=C[CH:18]=1. Product: [CH3:18][C:8]1[C:9](=[O:10])[NH:11][C:12](=[O:13])[NH:14][C:7]=1[C:6]([OH:16])=[O:15].[OH:13][C:12]1[N:11]=[C:9]([OH:10])[CH:8]=[C:7]([C:6]([O:16][CH3:18])=[O:15])[N:14]=1. The catalyst class is: 9. (5) Reactant: [CH3:1][C:2]1[C:7]([CH2:8]O)=[CH:6][CH:5]=[CH:4][N:3]=1.O=S(Cl)[Cl:12]. Product: [Cl:12][CH2:8][C:7]1[C:2]([CH3:1])=[N:3][CH:4]=[CH:5][CH:6]=1. The catalyst class is: 4. (6) Reactant: [C:1]([NH:4][C:5]1[CH:10]=[CH:9][C:8]([NH2:11])=[CH:7][N:6]=1)(=[O:3])[CH3:2].[N+:12]([C:15]1[CH:16]=[C:17]([N:21]=[C:22]=[O:23])[CH:18]=[CH:19][CH:20]=1)([O-:14])=[O:13]. Product: [N+:12]([C:15]1[CH:16]=[C:17]([NH:21][C:22](=[O:23])[NH:11][C:8]2[CH:9]=[CH:10][C:5]([NH:4][C:1](=[O:3])[CH3:2])=[N:6][CH:7]=2)[CH:18]=[CH:19][CH:20]=1)([O-:14])=[O:13]. The catalyst class is: 1. (7) Reactant: [NH:1]1[CH2:6][CH2:5][CH:4]([CH2:7][OH:8])[CH2:3][CH2:2]1.CCN(CC)CC.[CH2:16](Br)[CH:17]=[CH2:18].CS(C)=O.N1C=CC=CC=1. Product: [CH2:18]([N:1]1[CH2:6][CH2:5][CH:4]([CH:7]=[O:8])[CH2:3][CH2:2]1)[CH:17]=[CH2:16]. The catalyst class is: 49. (8) Reactant: C(OC([NH:8][C:9]1[CH:14]=[CH:13][C:12]([NH:15][C:16]([C@@H:18]2[CH2:22][CH2:21][CH2:20][N:19]2[C:23]([O:25][CH2:26][C:27]2[CH:32]=[CH:31][CH:30]=[CH:29][CH:28]=2)=[O:24])=[O:17])=[CH:11][CH:10]=1)=O)(C)(C)C.O1CCOCC1.Cl. Product: [NH2:8][C:9]1[CH:14]=[CH:13][C:12]([NH:15][C:16]([C@@H:18]2[CH2:22][CH2:21][CH2:20][N:19]2[C:23]([O:25][CH2:26][C:27]2[CH:28]=[CH:29][CH:30]=[CH:31][CH:32]=2)=[O:24])=[O:17])=[CH:11][CH:10]=1. The catalyst class is: 12. (9) Reactant: C[N:2]([CH:4]=[N:5][C:6]([C:8]1[C:9]([O:16][CH3:17])=[N:10][CH:11]=[N:12][C:13]=1[O:14][CH3:15])=O)C.[CH3:18][NH:19]N. Product: [CH3:17][O:16][C:9]1[C:8]([C:6]2[N:19]([CH3:18])[N:2]=[CH:4][N:5]=2)=[C:13]([O:14][CH3:15])[N:12]=[CH:11][N:10]=1. The catalyst class is: 15. (10) Product: [Br:1][C:2]1[C:3]2[N:4]([N:11]=[CH:10][N:9]=2)[C:5]([Cl:8])=[CH:6][CH:7]=1. Reactant: [Br:1][C:2]1[C:3]([NH:9][CH:10]=[N:11]O)=[N:4][C:5]([Cl:8])=[CH:6][CH:7]=1.C([O-])(O)=O.[Na+]. The catalyst class is: 6.